This data is from Forward reaction prediction with 1.9M reactions from USPTO patents (1976-2016). The task is: Predict the product of the given reaction. (1) Given the reactants CN(C=O)C.[OH:6][C:7]1[CH:8]=[C:9]([CH:12]=[C:13]([O:15][CH3:16])[CH:14]=1)[CH:10]=[O:11].N1C=CN=C1.Cl[Si:23]([CH:30]([CH3:32])[CH3:31])([CH:27]([CH3:29])[CH3:28])[CH:24]([CH3:26])[CH3:25], predict the reaction product. The product is: [CH3:16][O:15][C:13]1[CH:12]=[C:9]([CH:8]=[C:7]([O:6][Si:23]([CH:30]([CH3:32])[CH3:31])([CH:27]([CH3:29])[CH3:28])[CH:24]([CH3:26])[CH3:25])[CH:14]=1)[CH:10]=[O:11]. (2) Given the reactants CON(C)[C:4](=[O:13])[CH2:5][CH2:6][C:7]1[CH:12]=[CH:11][N:10]=[CH:9][CH:8]=1.[C:15]1([Mg]Br)[CH:20]=[CH:19][CH:18]=[CH:17][CH:16]=1.[Cl-].[NH4+], predict the reaction product. The product is: [C:15]1([C:4](=[O:13])[CH2:5][CH2:6][C:7]2[CH:12]=[CH:11][N:10]=[CH:9][CH:8]=2)[CH:20]=[CH:19][CH:18]=[CH:17][CH:16]=1.